Dataset: Full USPTO retrosynthesis dataset with 1.9M reactions from patents (1976-2016). Task: Predict the reactants needed to synthesize the given product. (1) Given the product [F:1][C:2]1[CH:11]=[CH:10][CH:9]=[C:8]2[C:3]=1[C:4](=[O:31])[C:5]([C:26]([OH:28])=[O:27])=[CH:6][N:7]2[CH2:12][C:13]1[CH:14]=[CH:15][C:16]([N:19]2[CH:23]=[CH:22][C:21]([CH2:24][F:42])=[N:20]2)=[CH:17][CH:18]=1, predict the reactants needed to synthesize it. The reactants are: [F:1][C:2]1[CH:11]=[CH:10][CH:9]=[C:8]2[C:3]=1[C:4](=[O:31])[C:5]([C:26]([O:28]CC)=[O:27])=[CH:6][N:7]2[CH2:12][C:13]1[CH:18]=[CH:17][C:16]([N:19]2[CH:23]=[CH:22][C:21]([CH2:24]O)=[N:20]2)=[CH:15][CH:14]=1.COCCN(S(F)(F)[F:42])CCOC.[OH-].[Na+]. (2) Given the product [CH2:1]([NH:8][CH:9]1[CH2:10][C:11]2[CH:19]=[C:18]([O:20][C:21]3[C:26]([C:27]#[N:28])=[CH:25][CH:24]=[CH:23][N:22]=3)[CH:17]=[CH:16][C:12]=2[CH2:13][CH2:14][CH2:15]1)[C:2]1[CH:7]=[CH:6][CH:5]=[CH:4][CH:3]=1, predict the reactants needed to synthesize it. The reactants are: [CH2:1]([N:8](C(OC(C)(C)C)=O)[CH:9]1[CH2:15][CH2:14][CH2:13][C:12]2[CH:16]=[CH:17][C:18]([O:20][C:21]3[C:26]([C:27]#[N:28])=[CH:25][CH:24]=[CH:23][N:22]=3)=[CH:19][C:11]=2[CH2:10]1)[C:2]1[CH:7]=[CH:6][CH:5]=[CH:4][CH:3]=1.Cl. (3) Given the product [CH3:1][O:2][C:3](=[O:29])/[CH:4]=[CH:5]/[C:6]1[CH:7]=[C:8]2[C:25](=[CH:26][CH:27]=1)[O:24][C:11]1([CH2:16][CH2:15][CH2:14][N:13]([CH:17]3[CH2:33][CH2:32][CH2:31][CH2:35]3)[CH2:12]1)[CH2:10][C:9]2=[O:28], predict the reactants needed to synthesize it. The reactants are: [CH3:1][O:2][C:3](=[O:29])/[CH:4]=[CH:5]/[C:6]1[CH:7]=[C:8]2[C:25](=[CH:26][CH:27]=1)[O:24][C:11]1([CH2:16][CH2:15][CH2:14][N:13]([C:17](OC(C)(C)C)=O)[CH2:12]1)[CH2:10][C:9]2=[O:28].Br[CH:31]1[CH2:35]C[CH2:33][CH2:32]1.C([O-])([O-])=O.[K+].[K+]. (4) The reactants are: Br[C:2]1[CH:3]=[C:4]([C:7]2[CH:12]=[C:11]([C:13]3[CH:18]=[CH:17][C:16]([C:19]([F:22])([F:21])[F:20])=[CH:15][CH:14]=3)[CH:10]=[C:9]([CH3:23])[N:8]=2)[S:5][CH:6]=1.[NH2:24][C:25]1[CH:30]=[CH:29][C:28](B2OC(C)(C)C(C)(C)O2)=[CH:27][N:26]=1. Given the product [CH3:23][C:9]1[N:8]=[C:7]([C:4]2[S:5][CH:6]=[C:2]([C:28]3[CH:29]=[CH:30][C:25]([NH2:24])=[N:26][CH:27]=3)[CH:3]=2)[CH:12]=[C:11]([C:13]2[CH:18]=[CH:17][C:16]([C:19]([F:22])([F:21])[F:20])=[CH:15][CH:14]=2)[CH:10]=1, predict the reactants needed to synthesize it. (5) Given the product [ClH:1].[F:9][C:8]([F:11])([F:10])[C:5]1[CH:6]=[CH:7][C:2]([NH:13][NH2:14])=[N:3][CH:4]=1, predict the reactants needed to synthesize it. The reactants are: [Cl:1][C:2]1[CH:7]=[CH:6][C:5]([C:8]([F:11])([F:10])[F:9])=[CH:4][N:3]=1.O.[NH2:13][NH2:14]. (6) Given the product [Br:1][C:2]1[CH:3]=[CH:4][C:5]([CH:8]([CH3:12])[C:9]([NH:15][CH:19]2[CH2:21][CH2:20]2)=[O:11])=[CH:6][CH:7]=1, predict the reactants needed to synthesize it. The reactants are: [Br:1][C:2]1[CH:7]=[CH:6][C:5]([CH:8]([CH3:12])[C:9]([OH:11])=O)=[CH:4][CH:3]=1.CC[N:15]([CH:19]([CH3:21])[CH3:20])C(C)C.CN(C(ON1N=NC2C=CC=CC1=2)=[N+](C)C)C.[B-](F)(F)(F)F.C1(N)CC1. (7) Given the product [C:19]([O:23][C:24](=[O:53])[CH2:25][O:26][C:27]1[C:32]2[CH2:33][CH2:34][CH2:35][CH2:36][CH:37]([NH:38][S:39]([C:42]3[CH:47]=[C:46]([C:48]([F:49])([F:50])[F:51])[CH:16]=[C:15]([C:12]([CH3:13])=[CH2:14])[CH:17]=3)(=[O:41])=[O:40])[C:31]=2[CH:30]=[CH:29][CH:28]=1)([CH3:22])([CH3:20])[CH3:21], predict the reactants needed to synthesize it. The reactants are: C([O-])([O-])=O.[K+].[K+].C(B1O[C:15]([CH3:17])([CH3:16])[C:12]([CH3:14])([CH3:13])O1)(C)=C.[C:19]([O:23][C:24](=[O:53])[CH2:25][O:26][C:27]1[C:32]2[CH2:33][CH2:34][CH2:35][CH2:36][CH:37]([NH:38][S:39]([C:42]3[CH:47]=[C:46]([C:48]([F:51])([F:50])[F:49])C=C(Br)C=3)(=[O:41])=[O:40])[C:31]=2[CH:30]=[CH:29][CH:28]=1)([CH3:22])([CH3:21])[CH3:20]. (8) Given the product [CH3:34][O:35][C:36](=[O:37])[NH:38][CH:39]([CH:43]1[CH2:44][CH2:45][O:46][CH2:47][CH2:48]1)[C:11]([N:13]1[CH2:17][CH2:16][CH2:15][CH:14]1[C:18]1[NH:19][C:20]([C:23]2[CH:24]=[CH:25][C:30]3[C:31](=[CH:26][CH:27]=[C:28]([Br:33])[CH:29]=3)[CH:32]=2)=[CH:21][N:22]=1)=[O:12], predict the reactants needed to synthesize it. The reactants are: COC(=O)N.C(O[C:11]([N:13]1[CH2:17][CH2:16][CH2:15][CH:14]1[C:18]1[NH:19][C:20]([C:23]2[CH:32]=[CH:31][C:30]3[C:25](=[CH:26][CH:27]=[C:28]([Br:33])[CH:29]=3)[CH:24]=2)=[CH:21][N:22]=1)=[O:12])(C)(C)C.[CH3:34][O:35][C:36]([NH:38][CH:39]([CH:43]1[CH2:48][CH2:47][O:46][CH2:45][CH2:44]1)C(O)=O)=[O:37].